This data is from Full USPTO retrosynthesis dataset with 1.9M reactions from patents (1976-2016). The task is: Predict the reactants needed to synthesize the given product. (1) The reactants are: [C:1]([OH:13])(=[O:12])[CH2:2][C:3]([CH2:8][C:9]([OH:11])=[O:10])([C:5]([OH:7])=[O:6])[OH:4].[CH3:14][O:15][C:16]1[CH:17]=[CH:18][CH:19]=[CH:20][C:21]=1[O:22][CH2:23][CH2:24][NH:25][CH2:26][CH:27]([OH:43])[CH2:28][O:29][C:30]1[CH:31]=[CH:32][CH:33]=[C:34]2[NH:42][C:41]3[CH:40]=[CH:39][CH:38]=[CH:37][C:36]=3[C:35]=12. Given the product [CH3:14][O:15][C:16]1[CH:17]=[CH:18][CH:19]=[CH:20][C:21]=1[O:22][CH2:23][CH2:24][NH:25][CH2:26][CH:27]([OH:43])[CH2:28][O:29][C:30]1[CH:31]=[CH:32][CH:33]=[C:34]2[NH:42][C:41]3[CH:40]=[CH:39][CH:38]=[CH:37][C:36]=3[C:35]=12.[C:1]([OH:13])(=[O:12])[CH2:2][C:3]([CH2:8][C:9]([OH:11])=[O:10])([C:5]([OH:7])=[O:6])[OH:4], predict the reactants needed to synthesize it. (2) Given the product [F:9][C:10]1[C:11]([C:17]#[N:18])=[N:12][CH:13]=[C:14]([F:16])[C:15]=1[I:19], predict the reactants needed to synthesize it. The reactants are: [Li+].CC([N-]C(C)C)C.[F:9][C:10]1[C:11]([C:17]#[N:18])=[N:12][CH:13]=[C:14]([F:16])[CH:15]=1.[I:19]I. (3) Given the product [C:1]1([S:7]([NH:10][C:11]2[S:15][C:14]3[CH2:16][CH2:17][CH2:18][CH2:19][C:13]=3[C:12]=2[C:20]([OH:22])=[O:21])(=[O:8])=[O:9])[CH:2]=[CH:3][CH:4]=[CH:5][CH:6]=1, predict the reactants needed to synthesize it. The reactants are: [C:1]1([S:7]([NH:10][C:11]2[S:15][C:14]3[CH2:16][CH2:17][CH2:18][CH2:19][C:13]=3[C:12]=2[C:20]([O:22]CC)=[O:21])(=[O:9])=[O:8])[CH:6]=[CH:5][CH:4]=[CH:3][CH:2]=1.Cl. (4) Given the product [N:17]1[CH:18]=[CH:19][CH:20]=[C:15]([NH:14][C:12]([N:9]2[CH2:8][CH2:7][N:6]([CH2:5][C:4]3[CH:3]=[C:2]([CH:23]=[CH:22][CH:21]=3)[O:1][CH2:25][C:26]3[CH:27]=[C:28]([CH:33]=[CH:34][CH:35]=3)[C:29]([O:31][CH3:32])=[O:30])[CH2:11][CH2:10]2)=[O:13])[CH:16]=1, predict the reactants needed to synthesize it. The reactants are: [OH:1][C:2]1[CH:3]=[C:4]([CH:21]=[CH:22][CH:23]=1)[CH2:5][N:6]1[CH2:11][CH2:10][N:9]([C:12]([NH:14][C:15]2[CH:16]=[N:17][CH:18]=[CH:19][CH:20]=2)=[O:13])[CH2:8][CH2:7]1.O[CH2:25][C:26]1[CH:27]=[C:28]([CH:33]=[CH:34][CH:35]=1)[C:29]([O:31][CH3:32])=[O:30].C1C=CC(P(C2C=CC=CC=2)C2C=CC=CC=2)=CC=1.CCOC(/N=N/C(OCC)=O)=O. (5) Given the product [CH3:20][O:21][C:22](=[O:38])[CH2:23][O:24][CH2:25][C:26]#[C:27][CH2:28][N:29]1[C:34](=[O:35])[CH2:33][CH2:32][CH2:31][C@@H:30]1/[CH:36]=[CH:9]/[C:10](=[O:19])[CH2:11][C:12]1[CH:17]=[CH:16][CH:15]=[C:14]([Cl:18])[CH:13]=1, predict the reactants needed to synthesize it. The reactants are: [H-].[Na+].COP([CH2:9][C:10](=[O:19])[CH2:11][C:12]1[CH:17]=[CH:16][CH:15]=[C:14]([Cl:18])[CH:13]=1)(=O)OC.[CH3:20][O:21][C:22](=[O:38])[CH2:23][O:24][CH2:25][C:26]#[C:27][CH2:28][N:29]1[C:34](=[O:35])[CH2:33][CH2:32][CH2:31][C@@H:30]1[CH:36]=O. (6) Given the product [CH:1]1([NH:7][CH:8]2[CH2:13][CH2:12][CH2:11][CH2:10][CH2:9]2)[CH2:6][CH2:5][CH:4]=[CH:3][CH2:2]1.[Cl:27][C:28]1[S:32][C:31]([NH:33][C:20](=[O:21])[N:22]([CH:23]2[CH2:24][CH2:10][CH:9]=[CH:8][CH2:13]2)[CH:26]2[CH2:3][CH2:4][CH2:5][CH2:6][CH2:1]2)=[N:30][CH:29]=1, predict the reactants needed to synthesize it. The reactants are: [CH:1]1([NH2:7])[CH2:6][CH2:5][CH:4]=[CH:3][CH2:2]1.[C:8]1(=O)[CH2:13][CH2:12][CH2:11][CH2:10][CH2:9]1.C1N=CN([C:20]([N:22]2[CH:26]=N[CH:24]=[CH:23]2)=[O:21])C=1.[Cl:27][C:28]1[S:32][C:31]([NH2:33])=[N:30][CH:29]=1. (7) Given the product [Br:1][C:2]1[C:10]2[C:5](=[CH:6][C:7]([C:11]([NH:31][C@@H:29]([C:27]3[O:26][N:25]=[C:24]([CH3:23])[N:28]=3)[CH3:30])=[O:13])=[CH:8][CH:9]=2)[N:4]([C:14]2[CH:15]=[CH:16][C:17]([CH3:20])=[CH:18][CH:19]=2)[N:3]=1, predict the reactants needed to synthesize it. The reactants are: [Br:1][C:2]1[C:10]2[C:5](=[CH:6][C:7]([C:11]([OH:13])=O)=[CH:8][CH:9]=2)[N:4]([C:14]2[CH:19]=[CH:18][C:17]([CH3:20])=[CH:16][CH:15]=2)[N:3]=1.Cl.Cl.[CH3:23][C:24]1[N:28]=[C:27]([C@H:29]([NH2:31])[CH3:30])[O:26][N:25]=1.Cl.CN(C)CCCN=C=NCC.ON1C2N=CC=CC=2N=N1.CN1CCOCC1.